From a dataset of Full USPTO retrosynthesis dataset with 1.9M reactions from patents (1976-2016). Predict the reactants needed to synthesize the given product. Given the product [Cl:1][C:2]1[CH:7]=[CH:6][C:5]([C:8]2[C:13]([C:14]([OH:16])=[O:15])=[CH:12][N:11]=[CH:10][C:9]=2[F:18])=[C:4]([F:19])[CH:3]=1, predict the reactants needed to synthesize it. The reactants are: [Cl:1][C:2]1[CH:7]=[CH:6][C:5]([C:8]2[C:13]([C:14]([O:16]C)=[O:15])=[CH:12][N:11]=[CH:10][C:9]=2[F:18])=[C:4]([F:19])[CH:3]=1.[Li+].[OH-].